Predict the reaction yield, written as a fraction of the theoretical maximum amount of product (1.0 means a 100% yield; for example, 0.34 means a 34% yield). From a dataset of Reaction yield outcomes from USPTO patents with 853,638 reactions. (1) The reactants are [CH2:1]([C:8]1[CH:13]=[CH:12][C:11]([CH:14]2OCC[O:15]2)=[CH:10][N:9]=1)[C:2]1[CH:7]=[CH:6][CH:5]=[CH:4][CH:3]=1. The catalyst is Cl. The product is [CH2:1]([C:8]1[N:9]=[CH:10][C:11]([CH:14]=[O:15])=[CH:12][CH:13]=1)[C:2]1[CH:3]=[CH:4][CH:5]=[CH:6][CH:7]=1. The yield is 0.790. (2) The reactants are [BH4-].[Na+].[CH:3]1([NH:9][C:10]2[C:15]([C:16]3[CH2:20][C:19]([CH2:25][C:26](OC)=[O:27])([C:21](OC)=[O:22])[O:18][N:17]=3)=[CH:14][N:13]=[C:12]3[N:30]([CH2:33][CH3:34])[N:31]=[CH:32][C:11]=23)[CH2:8][CH2:7][CH2:6][CH2:5][CH2:4]1. The catalyst is O1CCCC1.CO. The product is [CH:3]1([NH:9][C:10]2[C:15]([C:16]3[CH2:20][C:19]([CH2:25][CH2:26][OH:27])([CH2:21][OH:22])[O:18][N:17]=3)=[CH:14][N:13]=[C:12]3[N:30]([CH2:33][CH3:34])[N:31]=[CH:32][C:11]=23)[CH2:8][CH2:7][CH2:6][CH2:5][CH2:4]1. The yield is 0.264. (3) The reactants are Br[C:2]1[CH:7]=[CH:6][C:5]([O:8][CH3:9])=[CH:4][C:3]=1[CH3:10].[F:11][C:12]([F:19])([F:18])[C:13]1[CH:14]=[N:15][NH:16][CH:17]=1.C(=O)([O-])[O-].[Cs+].[Cs+]. The catalyst is CN(C)C=O.O.[Cu]=O. The product is [CH3:9][O:8][C:5]1[CH:6]=[CH:7][C:2]([N:15]2[CH:14]=[C:13]([C:12]([F:19])([F:18])[F:11])[CH:17]=[N:16]2)=[C:3]([CH3:10])[CH:4]=1. The yield is 0.290. (4) The product is [ClH:23].[CH:1]1([N:4]2[CH2:8][CH2:7][N:6]([C@@H:9]3[CH2:14][CH2:13][CH2:12][NH:11][CH2:10]3)[C:5]2=[O:22])[CH2:3][CH2:2]1. The yield is 0.860. The catalyst is O1CCOCC1. The reactants are [CH:1]1([N:4]2[CH2:8][CH2:7][N:6]([C@@H:9]3[CH2:14][CH2:13][CH2:12][N:11](C(OC(C)(C)C)=O)[CH2:10]3)[C:5]2=[O:22])[CH2:3][CH2:2]1.[ClH:23]. (5) The reactants are [C:1]1([C:7]([C:15]2[CH:20]=[CH:19][CH:18]=[CH:17][CH:16]=2)=[N:8][CH2:9][C:10]([O:12][CH2:13][CH3:14])=[O:11])[CH:6]=[CH:5][CH:4]=[CH:3][CH:2]=1.O.[OH-].[Cs+].Br[CH2:25][CH:26]=[C:27]1[CH2:32][CH2:31][O:30][CH2:29][CH2:28]1. The catalyst is [Cl-].C([N+](CC)(CC)CC)C1C=CC=CC=1.ClCCl. The product is [C:1]1([C:7](=[N:8][CH:9]([CH2:25][CH:26]=[C:27]2[CH2:32][CH2:31][O:30][CH2:29][CH2:28]2)[C:10]([O:12][CH2:13][CH3:14])=[O:11])[C:15]2[CH:20]=[CH:19][CH:18]=[CH:17][CH:16]=2)[CH:2]=[CH:3][CH:4]=[CH:5][CH:6]=1. The yield is 1.00. (6) The reactants are [C:1]([NH:4][C:5]1[CH:6]=[CH:7][C:8]2[C:17]([CH:18]=1)=[N:16][C:15]1[C:10](=[CH:11][CH:12]=[CH:13][CH:14]=1)[C:9]=2[NH2:19])(=[O:3])[CH3:2].P(Cl)(Cl)(Cl)=O. No catalyst specified. The product is [C:1]([NH:4][C:5]1[CH:6]=[CH:7][C:8]2[C:17]([CH:18]=1)=[N:16][C:15]1[C:10](=[CH:11][CH:12]=[C:13]([NH:4][C:1](=[O:3])[CH3:2])[CH:14]=1)[C:9]=2[NH2:19])(=[O:3])[CH3:2]. The yield is 0.920.